Dataset: Catalyst prediction with 721,799 reactions and 888 catalyst types from USPTO. Task: Predict which catalyst facilitates the given reaction. (1) Reactant: [CH2:1]([O:8][CH2:9][CH:10]([O:12][C:13]1[C:14](Br)=[C:15]([CH:18]=[CH:19][CH:20]=1)[CH:16]=[O:17])[CH3:11])[C:2]1[CH:7]=[CH:6][CH:5]=[CH:4][CH:3]=1.C([O-])(=O)C.[K+].[B:27]1([B:27]2[O:31][C:30]([CH3:33])([CH3:32])[C:29]([CH3:35])([CH3:34])[O:28]2)[O:31][C:30]([CH3:33])([CH3:32])[C:29]([CH3:35])([CH3:34])[O:28]1. Product: [CH2:1]([O:8][CH2:9][CH:10]([O:12][C:13]1[C:14]([B:27]2[O:31][C:30]([CH3:33])([CH3:32])[C:29]([CH3:35])([CH3:34])[O:28]2)=[C:15]([CH:18]=[CH:19][CH:20]=1)[CH:16]=[O:17])[CH3:11])[C:2]1[CH:7]=[CH:6][CH:5]=[CH:4][CH:3]=1. The catalyst class is: 75. (2) The catalyst class is: 5. Reactant: [CH3:1][O:2][C:3]1[CH:8]=[C:7]([N+:9]([O-])=O)[C:6]([O:12][CH3:13])=[CH:5][C:4]=1[N:14]1[CH2:19][CH2:18][N:17]([CH:20]([CH3:22])[CH3:21])[CH2:16][CH2:15]1.O.NN. Product: [CH3:22][CH:20]([N:17]1[CH2:18][CH2:19][N:14]([C:4]2[C:3]([O:2][CH3:1])=[CH:8][C:7]([NH2:9])=[C:6]([O:12][CH3:13])[CH:5]=2)[CH2:15][CH2:16]1)[CH3:21].